Dataset: Forward reaction prediction with 1.9M reactions from USPTO patents (1976-2016). Task: Predict the product of the given reaction. Given the reactants Cl[C:2]1[CH:7]=[CH:6][N:5]=[C:4]2[CH:8]=[C:9]([C:11]3[N:12]([CH3:16])[CH:13]=[CH:14][N:15]=3)[S:10][C:3]=12.[CH2:17]([NH:20][C:21]([C:23]1[C:31]2[C:26](=[CH:27][C:28]([OH:32])=[CH:29][CH:30]=2)[N:25]([CH3:33])[C:24]=1[CH3:34])=[O:22])[CH2:18][CH3:19].C([O-])([O-])=O.[Cs+].[Cs+], predict the reaction product. The product is: [CH2:17]([NH:20][C:21]([C:23]1[C:31]2[C:26](=[CH:27][C:28]([O:32][C:2]3[CH:7]=[CH:6][N:5]=[C:4]4[CH:8]=[C:9]([C:11]5[N:12]([CH3:16])[CH:13]=[CH:14][N:15]=5)[S:10][C:3]=34)=[CH:29][CH:30]=2)[N:25]([CH3:33])[C:24]=1[CH3:34])=[O:22])[CH2:18][CH3:19].